This data is from Forward reaction prediction with 1.9M reactions from USPTO patents (1976-2016). The task is: Predict the product of the given reaction. (1) Given the reactants [Br:1][C:2]1[CH:3]=[C:4]([CH2:9][CH2:10][C:11]([C:13]2[S:14][C:15]([C:18]3[CH:23]=[CH:22][C:21]([C:24]([F:27])([F:26])[F:25])=[CH:20][CH:19]=3)=[CH:16][CH:17]=2)=[O:12])[CH:5]=[CH:6][C:7]=1[OH:8].Br[C:29]([CH3:38])([CH3:37])[C:30]([O:32][C:33]([CH3:36])([CH3:35])[CH3:34])=[O:31], predict the reaction product. The product is: [Br:1][C:2]1[CH:3]=[C:4]([CH2:9][CH2:10][C:11](=[O:12])[C:13]2[S:14][C:15]([C:18]3[CH:23]=[CH:22][C:21]([C:24]([F:27])([F:25])[F:26])=[CH:20][CH:19]=3)=[CH:16][CH:17]=2)[CH:5]=[CH:6][C:7]=1[O:8][C:29]([CH3:38])([CH3:37])[C:30]([O:32][C:33]([CH3:36])([CH3:35])[CH3:34])=[O:31]. (2) Given the reactants [Br:1][C:2]1[CH:10]=[CH:9][CH:8]=[C:7]2[C:3]=1[CH2:4][CH2:5][C:6]2=O.Cl.[CH3:13][O:14][NH2:15], predict the reaction product. The product is: [CH3:13][O:14][N:15]=[C:6]1[C:7]2[C:3](=[C:2]([Br:1])[CH:10]=[CH:9][CH:8]=2)[CH2:4][CH2:5]1.